Dataset: Full USPTO retrosynthesis dataset with 1.9M reactions from patents (1976-2016). Task: Predict the reactants needed to synthesize the given product. (1) Given the product [Cl:1][C:2]1[CH:7]=[CH:6][C:5]([C:29]#[N:30])=[CH:4][C:3]=1[C:9]1[C:14](=[O:15])[N:13]([CH3:16])[C:12]2[N:17]([C:20]3[C:25]([F:26])=[CH:24][CH:23]=[CH:22][C:21]=3[F:27])[N:18]=[CH:19][C:11]=2[CH:10]=1, predict the reactants needed to synthesize it. The reactants are: [Cl:1][C:2]1[CH:7]=[CH:6][C:5](I)=[CH:4][C:3]=1[C:9]1[C:14](=[O:15])[N:13]([CH3:16])[C:12]2[N:17]([C:20]3[C:25]([F:26])=[CH:24][CH:23]=[CH:22][C:21]=3[F:27])[N:18]=[CH:19][C:11]=2[CH:10]=1.[Cu][C:29]#[N:30]. (2) Given the product [CH3:1][O:2][C:3](=[O:38])[CH:4]([O:33][C:34]([CH3:35])([CH3:37])[CH3:36])[C:5]1[C:10]([CH3:11])=[CH:9][C:8]([N+:12]([O-:14])=[O:13])=[C:7]([CH:39]2[CH2:41][CH2:40]2)[C:6]=1[C:23]1[CH:24]=[C:25]2[C:30](=[CH:31][CH:32]=1)[O:29][CH2:28][CH2:27][CH2:26]2, predict the reactants needed to synthesize it. The reactants are: [CH3:1][O:2][C:3](=[O:38])[CH:4]([O:33][C:34]([CH3:37])([CH3:36])[CH3:35])[C:5]1[C:10]([CH3:11])=[CH:9][C:8]([N+:12]([O-:14])=[O:13])=[C:7](OS(C(F)(F)F)(=O)=O)[C:6]=1[C:23]1[CH:24]=[C:25]2[C:30](=[CH:31][CH:32]=1)[O:29][CH2:28][CH2:27][CH2:26]2.[CH:39]1([B-](F)(F)F)[CH2:41][CH2:40]1.[K+].O.P([O-])([O-])([O-])=O.[K+].[K+].[K+]. (3) The reactants are: [F:1][C:2]1[CH:3]=[CH:4][C:5]([O:44][CH3:45])=[C:6]([C:8]2[CH:13]=[CH:12][N:11]=[C:10]3[N:14]([S:35]([C:38]4[CH:43]=[CH:42][CH:41]=[CH:40][CH:39]=4)(=[O:37])=[O:36])[C:15]([C:17]4[CH2:18][N:19](C(OC(C)(C)C)=O)[CH2:20][CH2:21][C:22]=4[C:23]([O:25][CH2:26][CH3:27])=[O:24])=[CH:16][C:9]=23)[CH:7]=1.FC(F)(F)C(O)=O. Given the product [F:1][C:2]1[CH:3]=[CH:4][C:5]([O:44][CH3:45])=[C:6]([C:8]2[CH:13]=[CH:12][N:11]=[C:10]3[N:14]([S:35]([C:38]4[CH:39]=[CH:40][CH:41]=[CH:42][CH:43]=4)(=[O:37])=[O:36])[C:15]([C:17]4[CH2:18][NH:19][CH2:20][CH2:21][C:22]=4[C:23]([O:25][CH2:26][CH3:27])=[O:24])=[CH:16][C:9]=23)[CH:7]=1, predict the reactants needed to synthesize it. (4) Given the product [O:21]=[C:19]([CH3:20])[CH2:18][CH2:17][CH2:16][CH2:15][C:12]1[O:13][CH:14]=[C:10]([NH:9][C:22]([C:24]2[N:25]=[C:26]([CH2:35][CH3:36])[O:27][C:28]=2[C:29]2[CH:34]=[CH:33][CH:32]=[CH:31][CH:30]=2)=[O:23])[N:11]=1, predict the reactants needed to synthesize it. The reactants are: N#N.C(OC(=O)[N:9]([C:22]([C:24]1[N:25]=[C:26]([CH2:35][CH3:36])[O:27][C:28]=1[C:29]1[CH:34]=[CH:33][CH:32]=[CH:31][CH:30]=1)=[O:23])[C:10]1[N:11]=[C:12]([CH2:15][CH2:16][CH2:17][CH2:18][C:19](=[O:21])[CH3:20])[O:13][CH:14]=1)(C)(C)C.FC(F)(F)C(O)=O. (5) Given the product [CH3:23][O:1][C:2]1[C:3]2[CH:14]=[CH:13][C:12]([C:15]([F:18])([F:16])[F:17])=[CH:11][C:4]=2[S:5][C:6]=1[C:7]([O:9][CH3:10])=[O:8], predict the reactants needed to synthesize it. The reactants are: [OH:1][C:2]1[C:3]2[CH:14]=[CH:13][C:12]([C:15]([F:18])([F:17])[F:16])=[CH:11][C:4]=2[S:5][C:6]=1[C:7]([O:9][CH3:10])=[O:8].S(OC)(O[CH3:23])(=O)=O.C(=O)(O)[O-].[Na+].